From a dataset of KCNQ2 potassium channel screen with 302,405 compounds. Binary Classification. Given a drug SMILES string, predict its activity (active/inactive) in a high-throughput screening assay against a specified biological target. (1) The compound is OC1=C(C(N(Cc2occc2)C1=O)c1cc(O)ccc1)C(=O)c1occc1. The result is 0 (inactive). (2) The molecule is FC(F)(F)c1cc(NC(=O)CC(Cc2ccccc2)C(O)=O)ccc1. The result is 0 (inactive). (3) The molecule is Clc1ccc(n2c(cc(O)c(c2=O)CC)c2sccc2)cc1. The result is 0 (inactive). (4) The compound is Brc1cc(/C=C\c2[n+](cccc2)C)c(O)cc1. The result is 0 (inactive). (5) The compound is S(CC(=O)Nc1c(cccc1)C(=O)N)c1snc(SC)n1. The result is 0 (inactive). (6) The result is 0 (inactive). The drug is O=C1N(N=C(C1C(C1C(=NN(C1=O)c1cc(c(cc1)C)C)C)c1cc(O)ccc1)C)c1cc(c(cc1)C)C. (7) The molecule is o1c(C2N3C(C4C2C(=O)N(C4=O)C)(C(=O)N(CC3=O)Cc2ccc(cc2)c2ccccc2)C)ccc1C. The result is 0 (inactive). (8) The compound is S(c1n(c2c(n1)cc([N+]([O-])=O)cc2)c1c(OC)cccc1)CC(=O)c1c(O)cc(O)cc1. The result is 0 (inactive).